From a dataset of Reaction yield outcomes from USPTO patents with 853,638 reactions. Predict the reaction yield, written as a fraction of the theoretical maximum amount of product (1.0 means a 100% yield; for example, 0.34 means a 34% yield). (1) The reactants are [C:1]([O:5][C:6]([N:8]1[CH2:12][C@@H:11]([O:13][CH3:14])[CH2:10][C@H:9]1[C:15](O)=O)=[O:7])([CH3:4])([CH3:3])[CH3:2].[Br:18][C:19]1[CH:28]=[CH:27]C(C(=O)CBr)=[CH:21][CH:20]=1.C([N:32](CC)[CH:33]([CH3:35])[CH3:34])(C)C.C([O-])(=O)C.[NH4+:42]. The catalyst is C(Cl)Cl. The product is [C:1]([O:5][C:6]([N:8]1[CH2:12][C@@H:11]([O:13][CH3:14])[CH2:10][C@H:9]1[C:15]1[NH:42][CH:35]=[C:33]([C:34]2[CH:27]=[CH:28][C:19]([Br:18])=[CH:20][CH:21]=2)[N:32]=1)=[O:7])([CH3:2])([CH3:3])[CH3:4]. The yield is 0.960. (2) The reactants are [C:1]1([CH2:7][CH2:8][CH2:9][CH2:10][NH:11][CH:12]=O)[CH:6]=[CH:5][CH:4]=[CH:3][CH:2]=1.C(N(CC)CC)C.ClC(Cl)(OC(=O)OC(Cl)(Cl)Cl)Cl.[Se].C(N=C=[Se:43])C1C=CC=CC=1. The catalyst is C(Cl)Cl. The product is [C:1]1([CH2:7][CH2:8][CH2:9][CH2:10][N:11]=[C:12]=[Se:43])[CH:6]=[CH:5][CH:4]=[CH:3][CH:2]=1. The yield is 0.950. (3) The reactants are [CH:1]([C:3]1[C:15]([O:16][CH3:17])=[CH:14][C:6]([O:7][C:8]([CH3:13])([CH3:12])[C:9]([OH:11])=[O:10])=[C:5]([C:18]2[S:19][CH:20]=[CH:21][CH:22]=2)[CH:4]=1)=O.[C:23]([C:26]1[CH:34]=[CH:33][C:29]([C:30]([OH:32])=[O:31])=[CH:28][CH:27]=1)(=[O:25])[CH3:24].C[O-].[Li+].Cl. The catalyst is CN(C)C=O.CO.O. The product is [C:9]([C:8]([CH3:13])([O:7][C:6]1[C:5]([C:18]2[S:19][CH:20]=[CH:21][CH:22]=2)=[CH:4][C:3](/[CH:1]=[CH:24]/[C:23]([C:26]2[CH:34]=[CH:33][C:29]([C:30]([OH:32])=[O:31])=[CH:28][CH:27]=2)=[O:25])=[C:15]([O:16][CH3:17])[CH:14]=1)[CH3:12])([OH:11])=[O:10]. The yield is 0.900. (4) The reactants are Cl[C:2]1[CH:3]=[CH:4][CH:5]=[C:6]2[C:11]=1[N:10]=[C:9]([NH:12][C:13]1[CH:18]=[CH:17][CH:16]=[CH:15][CH:14]=1)[CH:8]=[N:7]2.C([Sn](CCCC)(CCCC)[C:24]([O:26]CC)=[CH2:25])CCC.CC(C1C=C(C(C)C)C(C2C=CC=CC=2P(C2CCCCC2)C2CCCCC2)=C(C(C)C)C=1)C.[F-].[Cs+]. The catalyst is O1CCOCC1.C1C=CC(/C=C/C(/C=C/C2C=CC=CC=2)=O)=CC=1.C1C=CC(/C=C/C(/C=C/C2C=CC=CC=2)=O)=CC=1.C1C=CC(/C=C/C(/C=C/C2C=CC=CC=2)=O)=CC=1.[Pd].[Pd].[Cu]I. The product is [C:13]1([NH:12][C:9]2[CH:8]=[N:7][C:6]3[C:11]([N:10]=2)=[C:2]([C:24](=[O:26])[CH3:25])[CH:3]=[CH:4][CH:5]=3)[CH:18]=[CH:17][CH:16]=[CH:15][CH:14]=1. The yield is 0.780.